Dataset: Aqueous solubility values for 9,982 compounds from the AqSolDB database. Task: Regression/Classification. Given a drug SMILES string, predict its absorption, distribution, metabolism, or excretion properties. Task type varies by dataset: regression for continuous measurements (e.g., permeability, clearance, half-life) or binary classification for categorical outcomes (e.g., BBB penetration, CYP inhibition). For this dataset (solubility_aqsoldb), we predict Y. (1) The drug is Cc1cccc(C)c1N. The Y is -1.17 log mol/L. (2) The molecule is NC(CO)C(=O)O. The Y is -0.0200 log mol/L. (3) The molecule is Cc1ccccc1C(=O)Nc1cccc(OC(C)C)c1. The Y is -4.33 log mol/L. (4) The molecule is NCCO.O=C(Nc1ccc([N+](=O)[O-])cc1Cl)c1cc(Cl)ccc1O. The Y is -3.59 log mol/L. (5) The molecule is CCOP(=S)(OCC)Oc1ncn(-c2ccccc2)n1. The Y is -3.90 log mol/L. (6) The compound is O=P(O)(O)CCCl. The Y is 0.840 log mol/L. (7) The drug is CCc1ccccc1[N+](=O)[O-]. The Y is -2.80 log mol/L. (8) The compound is NCCN. The Y is 1.22 log mol/L.